From a dataset of Full USPTO retrosynthesis dataset with 1.9M reactions from patents (1976-2016). Predict the reactants needed to synthesize the given product. (1) Given the product [F:15][C:16]1[CH:21]=[CH:20][C:19]([O:22][C:2]2[CH:11]=[CH:10][C:9]([N+:12]([O-:14])=[O:13])=[CH:8][C:3]=2[C:4]([O:6][CH3:7])=[O:5])=[CH:18][C:17]=1[NH:23][C:24](=[O:36])[CH2:25][C:26]1[CH:31]=[CH:30][CH:29]=[C:28]([C:32]([F:35])([F:33])[F:34])[CH:27]=1, predict the reactants needed to synthesize it. The reactants are: F[C:2]1[CH:11]=[CH:10][C:9]([N+:12]([O-:14])=[O:13])=[CH:8][C:3]=1[C:4]([O:6][CH3:7])=[O:5].[F:15][C:16]1[CH:21]=[CH:20][C:19]([OH:22])=[CH:18][C:17]=1[NH:23][C:24](=[O:36])[CH2:25][C:26]1[CH:31]=[CH:30][CH:29]=[C:28]([C:32]([F:35])([F:34])[F:33])[CH:27]=1.C(=O)([O-])[O-].[K+].[K+]. (2) Given the product [F:18][C:19]([F:36])([F:37])[CH2:20][NH:21][C:22](=[O:35])[C:23]1[CH:28]=[C:27]([N+:29]([O-:31])=[O:30])[C:26]([NH:32][CH3:33])=[CH:25][C:24]=1[N:8]1[CH2:9][CH2:10][CH:5]([C:2]([OH:1])([CH3:4])[CH3:3])[CH2:6][CH2:7]1, predict the reactants needed to synthesize it. The reactants are: [OH:1][C:2]([CH:5]1[CH2:10][CH2:9][NH:8][CH2:7][CH2:6]1)([CH3:4])[CH3:3].[H-].[Na+].C1COCC1.[F:18][C:19]([F:37])([F:36])[CH2:20][NH:21][C:22](=[O:35])[C:23]1[CH:28]=[C:27]([N+:29]([O-:31])=[O:30])[C:26]([NH:32][CH3:33])=[CH:25][C:24]=1F. (3) Given the product [CH3:1][O:2][C:3]([C:5]1[CH:6]=[C:7]2[CH:13]=[C:12]([CH:14]([C:21]3[CH:22]=[CH:23][C:24]([S:27]([CH3:30])(=[O:29])=[O:28])=[CH:25][CH:26]=3)[CH2:15][CH:16]3[CH2:17][CH2:18][CH2:19][CH2:20]3)[NH:11][C:8]2=[N:9][CH:10]=1)=[O:4], predict the reactants needed to synthesize it. The reactants are: [CH3:1][O:2][C:3]([C:5]1[CH:6]=[C:7]2[CH:13]=[C:12]([C:14]([C:21]3[CH:26]=[CH:25][C:24]([S:27]([CH3:30])(=[O:29])=[O:28])=[CH:23][CH:22]=3)=[CH:15][CH:16]3[CH2:20][CH2:19][CH2:18][CH2:17]3)[NH:11][C:8]2=[N:9][CH:10]=1)=[O:4].[H][H]. (4) Given the product [CH3:1][C:2]1[CH:7]=[C:6]([CH3:8])[CH:5]=[C:4]([CH3:9])[C:3]=1[CH:14]([C:15]1[O:19][CH:18]=[CH:17][CH:16]=1)[OH:20], predict the reactants needed to synthesize it. The reactants are: [CH3:1][C:2]1[CH:7]=[C:6]([CH3:8])[CH:5]=[C:4]([CH3:9])[C:3]=1Br.[Mg].II.[CH:14](=[O:20])[C:15]1[O:19][CH:18]=[CH:17][CH:16]=1. (5) Given the product [O:1]=[C:2]([C:13]1[O:14][C:15]([C:18]2[CH:23]=[CH:22][CH:21]=[CH:20][N:19]=2)=[CH:16][N:17]=1)[CH2:3][CH2:4][CH2:5][CH2:6][C:7]#[C:8][C:25]1[CH:34]=[CH:33][CH:32]=[C:27]([C:28]([O:30][CH3:31])=[O:29])[CH:26]=1, predict the reactants needed to synthesize it. The reactants are: [O:1]=[C:2]([C:13]1[O:14][C:15]([C:18]2[CH:23]=[CH:22][CH:21]=[CH:20][N:19]=2)=[CH:16][N:17]=1)[CH2:3][CH2:4][CH2:5][CH2:6][C:7]#[C:8][Si](C)(C)C.I[C:25]1[CH:26]=[C:27]([CH:32]=[CH:33][CH:34]=1)[C:28]([O:30][CH3:31])=[O:29]. (6) Given the product [ClH:1].[ClH:39].[NH2:31][CH2:30][CH2:29][N:28]1[C:21]2[C:20]([NH:19][C:4]3[CH:5]=[CH:6][C:7]([O:8][C:9]4[CH:14]=[CH:13][CH:12]=[C:11]([C:15]([F:18])([F:17])[F:16])[CH:10]=4)=[C:2]([Cl:1])[CH:3]=3)=[N:25][CH:24]=[N:23][C:22]=2[CH:26]=[CH:27]1, predict the reactants needed to synthesize it. The reactants are: [Cl:1][C:2]1[CH:3]=[C:4]([NH:19][C:20]2[C:21]3[N:28]([CH2:29][CH2:30][NH:31]C(=O)OC(C)(C)C)[CH:27]=[CH:26][C:22]=3[N:23]=[CH:24][N:25]=2)[CH:5]=[CH:6][C:7]=1[O:8][C:9]1[CH:14]=[CH:13][CH:12]=[C:11]([C:15]([F:18])([F:17])[F:16])[CH:10]=1.[ClH:39]. (7) Given the product [CH:1]1([C:7]2[CH:8]=[N:9][N:10]([CH2:12][CH2:13][C@@:14]([CH3:24])([S:20]([CH3:23])(=[O:21])=[O:22])[C:15]([O:17][CH2:18][CH3:19])=[O:16])[CH:11]=2)[CH2:2][CH2:3][CH2:4][CH2:5][CH2:6]1, predict the reactants needed to synthesize it. The reactants are: [C:1]1([C:7]2[CH:8]=[N:9][N:10]([CH2:12][CH2:13][C@@:14]([CH3:24])([S:20]([CH3:23])(=[O:22])=[O:21])[C:15]([O:17][CH2:18][CH3:19])=[O:16])[CH:11]=2)[CH2:6][CH2:5][CH2:4][CH2:3][CH:2]=1. (8) Given the product [NH2:7][CH:8]1[CH2:14][CH:13]2[N:15]([CH2:16][CH:17]([C:19]3[C:28]([Cl:29])=[CH:27][CH:26]=[C:25]4[C:20]=3[N:21]=[C:22]([O:30][CH3:31])[CH:23]=[N:24]4)[OH:18])[CH:10]([CH2:11][CH2:12]2)[CH2:9]1, predict the reactants needed to synthesize it. The reactants are: C(OC(=O)[NH:7][CH:8]1[CH2:14][CH:13]2[N:15]([CH2:16][CH:17]([C:19]3[C:28]([Cl:29])=[CH:27][CH:26]=[C:25]4[C:20]=3[N:21]=[C:22]([O:30][CH3:31])[CH:23]=[N:24]4)[OH:18])[CH:10]([CH2:11][CH2:12]2)[CH2:9]1)(C)(C)C.C(O)(C(F)(F)F)=O. (9) Given the product [N:11]([C:2]1[CH:6]([O:7][CH2:8][CH3:9])[O:5][C:4](=[O:10])[CH:3]=1)=[N+:12]=[N-:13], predict the reactants needed to synthesize it. The reactants are: Br[C:2]1[CH:6]([O:7][CH2:8][CH3:9])[O:5][C:4](=[O:10])[CH:3]=1.[N-:11]=[N+:12]=[N-:13].[Na+]. (10) Given the product [F:35][C:2]1([F:1])[CH2:6][C@H:5](/[CH:7]=[CH:8]/[C:9](=[O:21])[C@H:10]([CH3:20])[CH2:11][CH2:12][CH2:13][C:14]2[CH:19]=[CH:18][CH:17]=[CH:16][CH:15]=2)[N:4]([CH2:22][CH2:23][CH2:24][C:25]2[S:29][C:28]([C:30]([O:32][CH3:33])=[O:31])=[CH:27][CH:26]=2)[C:3]1=[O:34], predict the reactants needed to synthesize it. The reactants are: [F:1][C:2]1([F:35])[CH2:6][C@H:5](/[CH:7]=[CH:8]/[C:9](=[O:21])[C@@H:10]([CH3:20])[CH2:11][CH2:12][CH2:13][C:14]2[CH:19]=[CH:18][CH:17]=[CH:16][CH:15]=2)[N:4]([CH2:22][CH2:23][CH2:24][C:25]2[S:29][C:28]([C:30]([O:32][CH3:33])=[O:31])=[CH:27][CH:26]=2)[C:3]1=[O:34].FC1(F)C[C@H](C=O)N(CCCC2SC(C(OC)=O)=CC=2)C1=O.